Dataset: Full USPTO retrosynthesis dataset with 1.9M reactions from patents (1976-2016). Task: Predict the reactants needed to synthesize the given product. (1) Given the product [CH2:1]([N:3]1[C:7]2=[N:8][CH:9]=[CH:10][N:11]=[C:6]2[C:5]([C:12]2[CH:17]=[CH:16][C:15]([O:18][C:21]3[N:20]([CH3:19])[C:24]4=[N:25][CH:26]=[CH:27][CH:28]=[C:23]4[N:22]=3)=[CH:14][CH:13]=2)=[N:4]1)[CH3:2], predict the reactants needed to synthesize it. The reactants are: [CH2:1]([N:3]1[C:7]2=[N:8][CH:9]=[CH:10][N:11]=[C:6]2[C:5]([C:12]2[CH:17]=[CH:16][C:15]([OH:18])=[CH:14][CH:13]=2)=[N:4]1)[CH3:2].[CH3:19][N:20]1[C:24]2=[N:25][CH:26]=[CH:27][CH:28]=[C:23]2[N:22]=[C:21]1S(C)(=O)=O.O. (2) Given the product [C:9]([C:8]([CH3:12])([CH3:11])[C:5]1[CH:4]=[CH:3][C:2]([NH:1][C:17](=[O:18])[C:16]2[CH:20]=[C:21]([O:26][CH3:27])[C:22]([O:24][CH3:25])=[CH:23][C:15]=2[O:14][CH3:13])=[CH:7][CH:6]=1)#[N:10], predict the reactants needed to synthesize it. The reactants are: [NH2:1][C:2]1[CH:7]=[CH:6][C:5]([C:8]([CH3:12])([CH3:11])[C:9]#[N:10])=[CH:4][CH:3]=1.[CH3:13][O:14][C:15]1[CH:23]=[C:22]([O:24][CH3:25])[C:21]([O:26][CH3:27])=[CH:20][C:16]=1[C:17](O)=[O:18].C1C=CC2N(O)N=NC=2C=1.C(Cl)CCl. (3) Given the product [C:1]1([N:7]2[C:15]([N:16]=[CH:17][C:18]3[CH:23]=[CH:22][CH:21]=[CH:20][CH:19]=3)=[C:14]3[C:9]([CH:10]=[CH:11][CH:12]=[CH:13]3)=[N:8]2)[CH:2]=[CH:3][CH:4]=[CH:5][CH:6]=1, predict the reactants needed to synthesize it. The reactants are: [C:1]1([N:7]2[C:15]([NH2:16])=[C:14]3[C:9]([CH:10]=[CH:11][CH:12]=[CH:13]3)=[N:8]2)[CH:6]=[CH:5][CH:4]=[CH:3][CH:2]=1.[CH:17](=O)[C:18]1[CH:23]=[CH:22][CH:21]=[CH:20][CH:19]=1.C(O)(=O)C.C(O[BH-](OC(=O)C)OC(=O)C)(=O)C.[Na+]. (4) Given the product [Cl:1][C:2]1[CH:15]=[C:14]([CH:13]=[CH:12][C:3]=1[O:4][CH2:5][C:6]1[CH:11]=[CH:10][CH:9]=[CH:8][N:7]=1)[NH2:16], predict the reactants needed to synthesize it. The reactants are: [Cl:1][C:2]1[CH:15]=[C:14]([N+:16]([O-])=O)[CH:13]=[CH:12][C:3]=1[O:4][CH2:5][C:6]1[CH:11]=[CH:10][CH:9]=[CH:8][N:7]=1.[Cl-].[NH4+]. (5) Given the product [CH3:35][O:36][C:37]1[CH:38]=[C:39]([CH:42]=[CH:43][C:44]=1[O:45][CH3:46])[CH2:40][NH:41][C:16]([C@@H:9]1[CH2:10]/[C:11](=[N:13]/[O:14][CH3:15])/[CH2:12][N:8]1[C:6](=[O:7])[CH:25]([C:19]1[CH:20]=[CH:21][CH:22]=[CH:23][CH:24]=1)[C:29]1[CH:30]=[CH:31][CH:32]=[CH:33][CH:34]=1)=[O:18], predict the reactants needed to synthesize it. The reactants are: C(O[C:6]([N:8]1[CH2:12][C:11](=[N:13][O:14][CH3:15])[CH2:10][C@H:9]1[C:16]([OH:18])=O)=[O:7])(C)(C)C.[C:19]1([CH:25]([C:29]2[CH:34]=[CH:33][CH:32]=[CH:31][CH:30]=2)C(Cl)=O)[CH:24]=[CH:23][CH:22]=[CH:21][CH:20]=1.[CH3:35][O:36][C:37]1[CH:38]=[C:39]([CH:42]=[CH:43][C:44]=1[O:45][CH3:46])[CH2:40][NH2:41]. (6) Given the product [CH3:22][O:23][CH2:24][O:1][C:2]1[CH:3]=[C:4]2[C:9](=[CH:10][CH:11]=1)[O:8][C:7](=[O:12])[CH:6]=[CH:5]2, predict the reactants needed to synthesize it. The reactants are: [OH:1][C:2]1[CH:3]=[C:4]2[C:9](=[CH:10][CH:11]=1)[O:8][C:7](=[O:12])[CH:6]=[CH:5]2.C(N(CC)C(C)C)(C)C.[CH3:22][O:23][CH2:24]Cl. (7) Given the product [CH3:30][C:20]1([C:26]([O:28][CH3:29])=[O:27])[CH2:21][C:22]2[C:18](=[CH:17][CH:25]=[CH:24][C:23]=2[O:6][S:3]([C:2]([F:15])([F:14])[F:1])(=[O:5])=[O:4])[CH2:19]1, predict the reactants needed to synthesize it. The reactants are: [F:1][C:2]([F:15])([F:14])[S:3]([O:6]S(C(F)(F)F)(=O)=O)(=[O:5])=[O:4].O[C:17]1[CH:25]=[CH:24][CH:23]=[C:22]2[C:18]=1[CH2:19][C:20]([CH3:30])([C:26]([O:28][CH3:29])=[O:27])[CH2:21]2.O. (8) Given the product [ClH:2].[Cl:17][C:18]1[CH:23]=[CH:22][C:21]([O:24][CH:8]2[CH2:13][CH2:12][NH:11][CH2:10][CH2:9]2)=[C:20]([C:25]([F:26])([F:27])[F:28])[CH:19]=1, predict the reactants needed to synthesize it. The reactants are: Cl.[Cl:2]C1C=CC(O[CH:8]2[CH2:13][CH2:12][NH:11][CH2:10][CH2:9]2)=CC=1F.[Cl:17][C:18]1[CH:23]=[CH:22][C:21]([OH:24])=[C:20]([C:25]([F:28])([F:27])[F:26])[CH:19]=1. (9) Given the product [CH3:29][C:23]1([CH3:30])[N:22]([CH2:21][C@H:9]2[CH2:10][NH:11][CH2:12][CH2:13][NH:8]2)[CH2:27][CH2:26][NH:25][C:24]1=[O:28], predict the reactants needed to synthesize it. The reactants are: C([N:8]1[CH2:13][CH2:12][N:11](CC2C=CC=CC=2)[CH2:10][C@@H:9]1[CH2:21][N:22]1[CH2:27][CH2:26][NH:25][C:24](=[O:28])[C:23]1([CH3:30])[CH3:29])C1C=CC=CC=1. (10) The reactants are: [CH3:1][C@H:2]1[CH2:6][CH2:5][CH2:4][N:3]1[CH2:7][CH2:8][CH2:9][O:10][C:11]1[CH:23]=[C:22]2[C:14]([N:15]3[C:20](=[CH:21]2)[C:19](=[O:24])[NH:18][CH2:17][CH2:16]3)=[N:13][CH:12]=1.C[C@@H]1CCCN1. Given the product [CH3:1][C@@H:2]1[CH2:6][CH2:5][CH2:4][N:3]1[CH2:7][CH2:8][CH2:9][O:10][C:11]1[CH:23]=[C:22]2[C:14]([N:15]3[C:20](=[CH:21]2)[C:19](=[O:24])[NH:18][CH2:17][CH2:16]3)=[N:13][CH:12]=1, predict the reactants needed to synthesize it.